This data is from Forward reaction prediction with 1.9M reactions from USPTO patents (1976-2016). The task is: Predict the product of the given reaction. (1) Given the reactants [F:1][CH2:2][C:3]1[CH:22]=[CH:21][C:6]([CH2:7][C@@H:8]2[C:12]3=[N:13][C:14]4[CH:19]=[CH:18][CH:17]=[CH:16][C:15]=4[N:11]3[C:10](=[O:20])[NH:9]2)=[CH:5][CH:4]=1.[NH2:23][C@H:24]1[CH2:29][CH2:28][C@H:27]([OH:30])[CH2:26][CH2:25]1.C(O)(C(F)(F)F)=O, predict the reaction product. The product is: [NH:11]1[C:15]2[CH:16]=[CH:17][CH:18]=[CH:19][C:14]=2[N:13]=[C:12]1[C@H:8]([NH:9][C:10]([NH:23][C@H:24]1[CH2:29][CH2:28][C@H:27]([OH:30])[CH2:26][CH2:25]1)=[O:20])[CH2:7][C:6]1[CH:5]=[CH:4][C:3]([CH2:2][F:1])=[CH:22][CH:21]=1. (2) Given the reactants [H-].[Al+3].[Li+].[H-].[H-].[H-].O=[C:8]1[NH:13][CH2:12][C@@H:11]([C:14](OC)=[O:15])[C@H:10]([C:18]2[CH:23]=[C:22]([F:24])[C:21]([F:25])=[CH:20][C:19]=2[F:26])[CH2:9]1.[OH-].[Na+], predict the reaction product. The product is: [F:26][C:19]1[CH:20]=[C:21]([F:25])[C:22]([F:24])=[CH:23][C:18]=1[C@@H:10]1[CH2:9][CH2:8][NH:13][CH2:12][C@H:11]1[CH2:14][OH:15].